Dataset: Reaction yield outcomes from USPTO patents with 853,638 reactions. Task: Predict the reaction yield, written as a fraction of the theoretical maximum amount of product (1.0 means a 100% yield; for example, 0.34 means a 34% yield). The reactants are [CH2:1]([N:4]1[CH2:9][CH2:8][O:7][C:6]2[CH:10]=[CH:11][C:12]([C:15]3[N:20]4[N:21]=[C:22]([C:24]5[CH:29]=[CH:28][CH:27]=[C:26](Br)[CH:25]=5)[CH:23]=[C:19]4[N:18]=[C:17]([CH3:31])[C:16]=3[C@H:32]([O:37][C:38]([CH3:41])([CH3:40])[CH3:39])[C:33]([O:35][CH3:36])=[O:34])=[C:13]([Cl:14])[C:5]1=2)[CH:2]=[CH2:3].[CH2:42]([C:46]1[CH:51]=[CH:50][CH:49]=[CH:48][C:47]=1B(OC)OC)[CH2:43][CH:44]=[CH2:45].C([O-])([O-])=O.[K+].[K+]. The catalyst is CN(C=O)C.C1C=CC([P]([Pd]([P](C2C=CC=CC=2)(C2C=CC=CC=2)C2C=CC=CC=2)([P](C2C=CC=CC=2)(C2C=CC=CC=2)C2C=CC=CC=2)[P](C2C=CC=CC=2)(C2C=CC=CC=2)C2C=CC=CC=2)(C2C=CC=CC=2)C2C=CC=CC=2)=CC=1. The product is [CH2:1]([N:4]1[CH2:9][CH2:8][O:7][C:6]2[CH:10]=[CH:11][C:12]([C:15]3[N:20]4[N:21]=[C:22]([C:24]5[CH:25]=[C:26]([C:47]6[CH:48]=[CH:49][CH:50]=[CH:51][C:46]=6[CH2:42][CH2:43][CH:44]=[CH2:45])[CH:27]=[CH:28][CH:29]=5)[CH:23]=[C:19]4[N:18]=[C:17]([CH3:31])[C:16]=3[C@H:32]([O:37][C:38]([CH3:41])([CH3:40])[CH3:39])[C:33]([O:35][CH3:36])=[O:34])=[C:13]([Cl:14])[C:5]1=2)[CH:2]=[CH2:3]. The yield is 0.602.